From a dataset of Catalyst prediction with 721,799 reactions and 888 catalyst types from USPTO. Predict which catalyst facilitates the given reaction. (1) Reactant: [CH2:1]([N:8]([CH2:14]OC)[CH2:9][Si](C)(C)C)[C:2]1[CH:7]=[CH:6][CH:5]=[CH:4][CH:3]=1.[O:17]1[C:27]2[C:22](=[CH:23][CH:24]=[CH:25][CH:26]=2)[CH:21]=[CH:20][C:18]1=[O:19].FC(F)(F)C(O)=O. Product: [CH2:1]([N:8]1[CH2:9][CH:21]2[C:22]3[CH:23]=[CH:24][CH:25]=[CH:26][C:27]=3[O:17][C:18](=[O:19])[CH:20]2[CH2:14]1)[C:2]1[CH:3]=[CH:4][CH:5]=[CH:6][CH:7]=1. The catalyst class is: 2. (2) Reactant: C([SnH](CCCC)CCCC)CCC.Br[CH2:15][CH2:16][CH2:17][CH2:18][CH2:19][CH2:20][CH2:21][CH2:22][CH2:23][CH2:24][CH2:25][CH2:26][OH:27].[C:28]([O:52][CH:53]1[CH2:58][C:57]([CH3:60])([CH3:59])[N:56]([OH:61])[C:55]([CH3:63])([CH3:62])[CH2:54]1)(=[O:51])[CH2:29][CH2:30][CH2:31][CH2:32][CH2:33][CH2:34][CH2:35][CH2:36][C:37]([O:39][CH:40]1[CH2:45][C:44]([CH3:47])([CH3:46])[N:43]([OH:48])[C:42]([CH3:50])([CH3:49])[CH2:41]1)=[O:38].[CH3:64][CH2:65][CH2:66][CH2:67][CH2:68][CH2:69][CH3:70].[CH3:71][CH2:72][CH2:73][CH2:74][CH2:75]CC.C(OCC)(=[O:80])C. Product: [C:28]([O:52][CH:53]1[CH2:54][C:55]([CH3:63])([CH3:62])[N:56]([O:61][CH2:64][CH2:65][CH2:66][CH2:67][CH2:68][CH2:69][CH2:70][CH2:71][CH2:72][CH2:73][CH2:74][CH2:75][OH:80])[C:57]([CH3:60])([CH3:59])[CH2:58]1)(=[O:51])[CH2:29][CH2:30][CH2:31][CH2:32][CH2:33][CH2:34][CH2:35][CH2:36][C:37]([O:39][CH:40]1[CH2:41][C:42]([CH3:49])([CH3:50])[N:43]([O:48][CH2:15][CH2:16][CH2:17][CH2:18][CH2:19][CH2:20][CH2:21][CH2:22][CH2:23][CH2:24][CH2:25][CH2:26][OH:27])[C:44]([CH3:46])([CH3:47])[CH2:45]1)=[O:38]. The catalyst class is: 159. (3) Reactant: [Br:1][C:2]1[C:3]([F:32])=[C:4]([F:31])[CH:5]=[C:6]2[C:11]=1[N:10]([C:12]1[C:17]([F:18])=[CH:16][C:15]([F:19])=[C:14]([NH:20]C(C)(C)C)[N:13]=1)[CH:9]=[C:8]([C:25]([O:27]CC)=[O:26])[C:7]2=[O:30].Cl.C(O)(=O)C. Product: [NH2:20][C:14]1[N:13]=[C:12]([N:10]2[C:11]3[C:6](=[CH:5][C:4]([F:31])=[C:3]([F:32])[C:2]=3[Br:1])[C:7](=[O:30])[C:8]([C:25]([OH:27])=[O:26])=[CH:9]2)[C:17]([F:18])=[CH:16][C:15]=1[F:19]. The catalyst class is: 6. (4) Reactant: Br[CH2:2][C:3]1[CH:13]=[CH:12][CH:11]=[C:10]([O:14]C)[C:4]=1[C:5]([O:7]CC)=O.[F:16][C:17]1[CH:22]=[C:21]([F:23])[CH:20]=[C:19]([F:24])[C:18]=1[CH2:25][NH2:26].C(=O)([O-])[O-].[K+].[K+]. Product: [OH:14][C:10]1[CH:11]=[CH:12][CH:13]=[C:3]2[C:4]=1[C:5](=[O:7])[N:26]([CH2:25][C:18]1[C:19]([F:24])=[CH:20][C:21]([F:23])=[CH:22][C:17]=1[F:16])[CH2:2]2. The catalyst class is: 815.